From a dataset of Forward reaction prediction with 1.9M reactions from USPTO patents (1976-2016). Predict the product of the given reaction. (1) The product is: [OH:19][CH2:18][C:14]1[CH:13]=[CH:12][CH:11]=[C:10]2[C:15]=1[CH2:16][CH2:17][N:8]([C:6]1[NH:30][C:29](=[O:31])[C:28]3[C:23](=[CH:24][C:25]([O:34][CH3:35])=[C:26]([O:32][CH3:33])[CH:27]=3)[N:22]=1)[CH2:9]2. Given the reactants C(O[C:6]([N:8]1[CH2:17][CH2:16][C:15]2[C:10](=[CH:11][CH:12]=[CH:13][C:14]=2[CH2:18][OH:19])[CH2:9]1)=O)(C)(C)C.ClC1[NH:30][C:29](=[O:31])[C:28]2[C:23](=[CH:24][C:25]([O:34][CH3:35])=[C:26]([O:32][CH3:33])[CH:27]=2)[N:22]=1.C(=O)(O)[O-].[Na+].O, predict the reaction product. (2) Given the reactants [Cl:1][C:2]1[N:3]=[C:4]([C:10]([O:12][CH3:13])=[O:11])[C:5]([CH3:9])=[N+:6]([O-])[CH:7]=1.P(Cl)(Cl)([Cl:16])=O.CN(C=O)C, predict the reaction product. The product is: [Cl:16][C:7]1[N:6]=[C:5]([CH3:9])[C:4]([C:10]([O:12][CH3:13])=[O:11])=[N:3][C:2]=1[Cl:1]. (3) The product is: [CH3:20][O:19][C:14]1[CH:13]=[C:12]([O:21][CH3:22])[CH:11]=[C:10]2[C:15]=1[C:16](=[O:18])[NH:17][C:8]([C:5]1[CH:6]=[CH:7][C:2]([NH:23][C:24]3[CH:25]=[N:26][CH:27]=[CH:28][CH:29]=3)=[CH:3][CH:4]=1)=[N:9]2. Given the reactants Br[C:2]1[CH:7]=[CH:6][C:5]([C:8]2[NH:17][C:16](=[O:18])[C:15]3[C:10](=[CH:11][C:12]([O:21][CH3:22])=[CH:13][C:14]=3[O:19][CH3:20])[N:9]=2)=[CH:4][CH:3]=1.[NH2:23][C:24]1[CH:25]=[N:26][CH:27]=[CH:28][CH:29]=1.C([O-])([O-])=O.[Cs+].[Cs+].CN(C=O)C, predict the reaction product. (4) Given the reactants C([O:3][C:4]([C:6]1[NH:10][C:9]2[C:11]([Br:14])=[CH:12][S:13][C:8]=2[CH:7]=1)=[O:5])C.[Br:14][C:11]1[C:9]2[NH:10][C:6]([C:4]([OH:3])=[O:5])=[CH:7][C:8]=2[S:13][CH:12]=1.[OH-].[K+], predict the reaction product. The product is: [Br:14][C:11]1[C:9]2[NH:10][C:6]([C:4]([OH:5])=[O:3])=[CH:7][C:8]=2[S:13][CH:12]=1.